From a dataset of Tyrosyl-DNA phosphodiesterase HTS with 341,365 compounds. Binary Classification. Given a drug SMILES string, predict its activity (active/inactive) in a high-throughput screening assay against a specified biological target. (1) The drug is OC(=O)c1n(c2c(c1CC(=O)Nc1c(OC)ccc(OC)c1)cc(cc2)C)C. The result is 0 (inactive). (2) The molecule is O(c1cc(CNCCC(OCC)=O)ccc1OC)C. The result is 0 (inactive).